Dataset: Full USPTO retrosynthesis dataset with 1.9M reactions from patents (1976-2016). Task: Predict the reactants needed to synthesize the given product. (1) The reactants are: [NH:1]1[C:9]2[C:4](=[CH:5][CH:6]=[CH:7][CH:8]=2)[CH:3]=[N:2]1.[I:10]I.[OH-].[K+]. Given the product [I:10][C:3]1[C:4]2[C:9](=[CH:8][CH:7]=[CH:6][CH:5]=2)[NH:1][N:2]=1, predict the reactants needed to synthesize it. (2) Given the product [C:1]([C:5]1[S:6][C:7]([NH:13][C:14](=[O:15])[O:16][CH2:17][C:18]([Cl:21])([Cl:20])[Cl:19])=[C:8]([C:10]([N:32]2[CH2:33][CH2:34][N:29]([CH3:28])[C:30](=[O:37])[C:31]2([CH3:36])[CH3:35])=[O:12])[N:9]=1)([CH3:2])([CH3:3])[CH3:4], predict the reactants needed to synthesize it. The reactants are: [C:1]([C:5]1[S:6][C:7]([NH:13][C:14]([O:16][CH2:17][C:18]([Cl:21])([Cl:20])[Cl:19])=[O:15])=[C:8]([C:10]([OH:12])=O)[N:9]=1)([CH3:4])([CH3:3])[CH3:2].P(Cl)(Cl)(Cl)(Cl)Cl.[CH3:28][N:29]1[CH2:34][CH2:33][NH:32][C:31]([CH3:36])([CH3:35])[C:30]1=[O:37].CCN(C(C)C)C(C)C.